This data is from Catalyst prediction with 721,799 reactions and 888 catalyst types from USPTO. The task is: Predict which catalyst facilitates the given reaction. (1) Reactant: [NH:1]1[CH2:6][CH2:5][CH:4]([C:7]([C:19]2[CH:24]=[CH:23][CH:22]=[C:21]([C:25]([F:28])([F:27])[F:26])[CH:20]=2)([C:9]2[CH:14]=[CH:13][CH:12]=[C:11]([C:15]([F:18])([F:17])[F:16])[CH:10]=2)[OH:8])[CH2:3][CH2:2]1.[O:29]=[C:30]1[C:34]([C:41]2[CH:46]=[CH:45][CH:44]=[CH:43][CH:42]=2)([C:35]2[CH:40]=[CH:39][CH:38]=[CH:37][CH:36]=2)[CH2:33][CH2:32][N:31]1[CH2:47][C:48](O)=[O:49].Cl.C(N=C=NCCCN(C)C)C. Product: [OH:8][C:7]([C:19]1[CH:24]=[CH:23][CH:22]=[C:21]([C:25]([F:26])([F:27])[F:28])[CH:20]=1)([C:9]1[CH:14]=[CH:13][CH:12]=[C:11]([C:15]([F:16])([F:17])[F:18])[CH:10]=1)[CH:4]1[CH2:5][CH2:6][N:1]([C:48](=[O:49])[CH2:47][N:31]2[CH2:32][CH2:33][C:34]([C:35]3[CH:40]=[CH:39][CH:38]=[CH:37][CH:36]=3)([C:41]3[CH:46]=[CH:45][CH:44]=[CH:43][CH:42]=3)[C:30]2=[O:29])[CH2:2][CH2:3]1. The catalyst class is: 112. (2) The catalyst class is: 57. Reactant: [NH2:1][OH:2].[NH2:3][C:4]1[CH:9]=[C:8]([C:10]2[CH:15]=[CH:14][C:13]([Cl:16])=[C:12]([O:17][CH3:18])[C:11]=2[F:19])[N:7]=[C:6]([C:20](OC)=[O:21])[C:5]=1[Cl:24]. Product: [NH2:3][C:4]1[CH:9]=[C:8]([C:10]2[CH:15]=[CH:14][C:13]([Cl:16])=[C:12]([O:17][CH3:18])[C:11]=2[F:19])[N:7]=[C:6]([C:20]([NH:1][OH:2])=[O:21])[C:5]=1[Cl:24]. (3) Reactant: [NH2:1][CH2:2][CH2:3][C:4]1[CH:9]=[CH:8][C:7]([OH:10])=[CH:6][CH:5]=1.[O:11](C(OC(C)(C)C)=O)[C:12]([O:14][C:15]([CH3:18])([CH3:17])[CH3:16])=O. Product: [C:15]([O:14][C:12](=[O:11])[NH:1][CH2:2][CH2:3][C:4]1[CH:9]=[CH:8][C:7]([OH:10])=[CH:6][CH:5]=1)([CH3:18])([CH3:17])[CH3:16]. The catalyst class is: 1. (4) Reactant: [Cl:1][C:2]1[N:7]=[C:6]([C:8]2[NH:9][C:10]3[C:15]([C:16]=2[F:17])=[CH:14][CH:13]=[CH:12][CH:11]=3)[C:5]([OH:18])=[CH:4][CH:3]=1.[C:19]([O-])([O-])=O.[Cs+].[Cs+].ClCI. Product: [Cl:1][C:2]1[CH:3]=[CH:4][C:5]2[O:18][CH2:19][N:9]3[C:10]4[CH:11]=[CH:12][CH:13]=[CH:14][C:15]=4[C:16]([F:17])=[C:8]3[C:6]=2[N:7]=1. The catalyst class is: 3. (5) Reactant: [Li+].CCC[CH2-].[F:6][C:7]([F:19])([F:18])[C:8]([C:14]([F:17])([F:16])[F:15])([OH:13])[CH2:9][CH:10]([OH:12])[CH3:11].[CH:20]12[CH2:29][CH:23]([CH:24]([C:26](Cl)=[O:27])[CH2:25]1)[CH:22]=[CH:21]2. Product: [CH:20]12[CH2:29][CH:23]([CH:24]([C:26]([O:12][CH:10]([CH3:11])[CH2:9][C:8]([OH:13])([C:14]([F:15])([F:16])[F:17])[C:7]([F:18])([F:19])[F:6])=[O:27])[CH2:25]1)[CH:22]=[CH:21]2. The catalyst class is: 1. (6) Reactant: [CH3:1][O:2][C:3]1[CH:8]=[CH:7][C:6]([NH:9][S:10](=[O:13])(=O)[O-:11])=[CH:5][CH:4]=1.[Na+].P(Cl)(Cl)(Cl)(Cl)[Cl:16]. Product: [CH3:1][O:2][C:3]1[CH:8]=[CH:7][C:6]([NH:9][S:10]([Cl:16])(=[O:13])=[O:11])=[CH:5][CH:4]=1. The catalyst class is: 48. (7) Reactant: [C:1]([O:8][CH2:9][CH3:10])(=[O:7])[C:2]([O:4]CC)=O.[CH2:11]([O:18][C:19]1[CH:20]=[CH:21][C:22]([C:25](=[O:27])[CH3:26])=[N:23][CH:24]=1)[C:12]1[CH:17]=[CH:16][CH:15]=[CH:14][CH:13]=1.[O-]CC.[Na+].O. Product: [CH2:11]([O:18][C:19]1[CH:20]=[CH:21][C:22]([C:25](=[O:27])[CH2:26][C:2](=[O:4])[C:1]([O:8][CH2:9][CH3:10])=[O:7])=[N:23][CH:24]=1)[C:12]1[CH:13]=[CH:14][CH:15]=[CH:16][CH:17]=1. The catalyst class is: 621.